From a dataset of Peptide-MHC class II binding affinity with 134,281 pairs from IEDB. Regression. Given a peptide amino acid sequence and an MHC pseudo amino acid sequence, predict their binding affinity value. This is MHC class II binding data. (1) The peptide sequence is INKWQVVAPQLPADL. The MHC is HLA-DQA10501-DQB10201 with pseudo-sequence HLA-DQA10501-DQB10201. The binding affinity (normalized) is 0.566. (2) The peptide sequence is GYKVLVLNPSVAATLGFGAY. The MHC is DRB1_0901 with pseudo-sequence DRB1_0901. The binding affinity (normalized) is 0.723. (3) The peptide sequence is AAGTAAQAAVVRFQE. The MHC is DRB1_0404 with pseudo-sequence DRB1_0404. The binding affinity (normalized) is 0.101. (4) The peptide sequence is QSAVVCGRRHSVRIR. The MHC is DRB1_0101 with pseudo-sequence DRB1_0101. The binding affinity (normalized) is 0.235. (5) The peptide sequence is VIPEGWKADTSYESK. The MHC is HLA-DQA10101-DQB10501 with pseudo-sequence HLA-DQA10101-DQB10501. The binding affinity (normalized) is 0.381.